This data is from Forward reaction prediction with 1.9M reactions from USPTO patents (1976-2016). The task is: Predict the product of the given reaction. (1) Given the reactants [F:1][C:2]1[CH:3]=[C:4]([CH:6]=[CH:7][C:8]=1[O:9][C:10]1[CH:15]=[CH:14][N:13]=[C:12]2[CH:16]=[CH:17][S:18][C:11]=12)[NH2:5].FC1C=CC([NH:26][C:27]([C:29]2([C:32](O)=[O:33])[CH2:31][CH2:30]2)=[O:28])=CC=1.C1(C(O)=O)(C(O)=O)CC1.[F:44][C:45]1[CH:51]=[CH:50][C:48](N)=[CH:47][CH:46]=1, predict the reaction product. The product is: [F:1][C:2]1[CH:3]=[C:4]([N:5]([C:48]2[CH:50]=[CH:51][C:45]([F:44])=[CH:46][CH:47]=2)[C:32]([C:29]2([C:27]([NH2:26])=[O:28])[CH2:30][CH2:31]2)=[O:33])[CH:6]=[CH:7][C:8]=1[O:9][C:10]1[CH:15]=[CH:14][N:13]=[C:12]2[CH:16]=[CH:17][S:18][C:11]=12. (2) Given the reactants [Br:1][C:2]1[CH:3]=[CH:4][C:5]([Cl:12])=[C:6]([C:8]([OH:11])([CH3:10])[CH3:9])[CH:7]=1.N1[C:18]([CH3:19])=[CH:17]C=CC=1C.FC(F)(F)S(O[Si:27](C)([CH3:29])[CH3:28])(=O)=O.[CH2:33](Cl)Cl, predict the reaction product. The product is: [Br:1][C:2]1[CH:3]=[CH:4][C:5]([Cl:12])=[C:6]([C:8]([CH3:10])([O:11][Si:27]([C:18]([CH3:17])([CH3:19])[CH3:33])([CH3:29])[CH3:28])[CH3:9])[CH:7]=1. (3) Given the reactants [C:1]1([NH:7][C:8]([C:10]2[CH:15]=[CH:14][C:13]([C:16]3[CH:21]=[CH:20][C:19]([NH:22][C:23]([C:25]4[O:29][C:28]([N:30]5[CH2:35][CH2:34][CH2:33][CH:32]([CH3:36])[CH2:31]5)=[N:27][C:26]=4[C:37]([F:40])([F:39])[F:38])=[O:24])=[CH:18][CH:17]=3)=[CH:12][CH:11]=2)=[O:9])[CH:6]=[CH:5][CH:4]=[CH:3][CH:2]=1.CC1CCCN(C2OC(C(NC3C=CC(C4C=CC(C(O)=O)=CC=4)=CC=3)=O)=C(C(F)(F)[F:54])N=2)C1.FC1C=CC=CC=1N, predict the reaction product. The product is: [F:54][C:2]1[CH:3]=[CH:4][CH:5]=[CH:6][C:1]=1[NH:7][C:8]([C:10]1[CH:11]=[CH:12][C:13]([C:16]2[CH:17]=[CH:18][C:19]([NH:22][C:23]([C:25]3[O:29][C:28]([N:30]4[CH2:35][CH2:34][CH2:33][CH:32]([CH3:36])[CH2:31]4)=[N:27][C:26]=3[C:37]([F:40])([F:39])[F:38])=[O:24])=[CH:20][CH:21]=2)=[CH:14][CH:15]=1)=[O:9]. (4) Given the reactants [Cl:1][C:2]1[CH:3]=[C:4]([C@@H:12]([CH2:25][CH:26]2[CH2:30][CH2:29][CH2:28][CH2:27]2)[C:13]([NH:15][C:16]2[CH:20]=[CH:19][N:18]([CH2:21][C:22]([OH:24])=O)[N:17]=2)=[O:14])[CH:5]=[CH:6][C:7]=1[S:8]([CH3:11])(=[O:10])=[O:9].C(Cl)(=O)C(Cl)=O.[N:37]1[C:42](C)=[CH:41]C=[CH:39][C:38]=1C.C(NCC)C, predict the reaction product. The product is: [Cl:1][C:2]1[CH:3]=[C:4]([C@@H:12]([CH2:25][CH:26]2[CH2:30][CH2:29][CH2:28][CH2:27]2)[C:13]([NH:15][C:16]2[CH:20]=[CH:19][N:18]([CH2:21][C:22](=[O:24])[N:37]([CH2:42][CH3:41])[CH2:38][CH3:39])[N:17]=2)=[O:14])[CH:5]=[CH:6][C:7]=1[S:8]([CH3:11])(=[O:9])=[O:10]. (5) Given the reactants [Cl:1][C:2]1[N:7]=[C:6](Cl)[CH:5]=[C:4](Cl)[N:3]=1.CCN(C(C)C)C(C)C.[NH:19]1[CH2:24][CH2:23][O:22][CH2:21][CH2:20]1.[O:25]1[CH2:30][CH2:29][N:28](C2N=C([N:28]3[CH2:29][CH2:30][O:25][CH2:26][CH2:27]3)C=C(Cl)N=2)[CH2:27][CH2:26]1, predict the reaction product. The product is: [O:22]1[CH2:23][CH2:24][N:19]([C:4]2[CH:5]=[C:6]([N:28]3[CH2:29][CH2:30][O:25][CH2:26][CH2:27]3)[N:7]=[C:2]([Cl:1])[N:3]=2)[CH2:20][CH2:21]1. (6) The product is: [C:34]([O:37][CH2:38][C:39]([N:24]1[CH2:25][CH2:26][CH:21]([NH:20][C:18]([C:4]2[N:5]([CH3:17])[C:6]3[C:15]4[CH:14]=[CH:13][CH:12]=[CH:11][C:10]=4[NH:9][C:8](=[O:16])[C:7]=3[C:3]=2[O:2][CH3:1])=[O:19])[CH2:22][CH2:23]1)=[O:40])(=[O:36])[CH3:35]. Given the reactants [CH3:1][O:2][C:3]1[C:7]2[C:8](=[O:16])[NH:9][C:10]3[CH:11]=[CH:12][CH:13]=[CH:14][C:15]=3[C:6]=2[N:5]([CH3:17])[C:4]=1[C:18]([NH:20][CH:21]1[CH2:26][CH2:25][NH:24][CH2:23][CH2:22]1)=[O:19].C(N(CC)CC)C.[C:34]([O:37][CH2:38][C:39](Cl)=[O:40])(=[O:36])[CH3:35], predict the reaction product.